Dataset: Reaction yield outcomes from USPTO patents with 853,638 reactions. Task: Predict the reaction yield, written as a fraction of the theoretical maximum amount of product (1.0 means a 100% yield; for example, 0.34 means a 34% yield). (1) The reactants are [NH2:1][CH2:2][CH2:3][O:4][CH2:5][CH2:6][NH:7][C:8](=[O:14])[O:9][C:10]([CH3:13])([CH3:12])[CH3:11].[CH3:15][C:16]1[N:24]([C:25]([C:27]2[CH:28]=[CH:29][C:30]([Cl:33])=[CH:31][CH:32]=2)=[O:26])[C:23]2[CH:22]=[CH:21][C:20]([O:34][CH3:35])=[CH:19][C:18]=2[C:17]=1[CH2:36][C:37](O)=[O:38].CCN=C=NCCCN(C)C. The catalyst is CC#N.CCOC(C)=O. The product is [Cl:33][C:30]1[CH:29]=[CH:28][C:27]([C:25]([N:24]2[C:23]3[C:18](=[CH:19][C:20]([O:34][CH3:35])=[CH:21][CH:22]=3)[C:17]([CH2:36][C:37]([NH:1][CH2:2][CH2:3][O:4][CH2:5][CH2:6][NH:7][C:8](=[O:14])[O:9][C:10]([CH3:11])([CH3:13])[CH3:12])=[O:38])=[C:16]2[CH3:15])=[O:26])=[CH:32][CH:31]=1. The yield is 0.780. (2) The reactants are [CH:1]1([CH2:4][N:5]2[CH2:11][C:10]3[CH:12]=[C:13]([O:19][CH3:20])[C:14]([N+:16]([O-])=O)=[CH:15][C:9]=3[N:8]([CH3:21])[C:7](=[O:22])[CH2:6]2)[CH2:3][CH2:2]1.C(O)C.C(OCC)(=O)C. The catalyst is [Pd]. The product is [NH2:16][C:14]1[C:13]([O:19][CH3:20])=[CH:12][C:10]2[CH2:11][N:5]([CH2:4][CH:1]3[CH2:2][CH2:3]3)[CH2:6][C:7](=[O:22])[N:8]([CH3:21])[C:9]=2[CH:15]=1. The yield is 0.900. (3) The reactants are [NH:1]1[C:5]2[CH:6]=[CH:7][C:8]([C:10](O)=O)=[CH:9][C:4]=2[N:3]=[N:2]1.[NH2:13]C(N)=O.S(=O)(=O)(O)N. No catalyst specified. The product is [NH:1]1[C:5]2[CH:6]=[CH:7][C:8]([C:10]#[N:13])=[CH:9][C:4]=2[N:3]=[N:2]1. The yield is 0.140. (4) The reactants are [NH2:1][C:2]1[CH:7]=[C:6]([CH2:8][O:9][C:10]2[C:19]3[C:14](=[CH:15][CH:16]=[CH:17][CH:18]=3)[C:13]([NH:20][C:21]([NH:23][C:24]3[N:28]([C:29]4[CH:34]=[CH:33][C:32]([CH3:35])=[CH:31][CH:30]=4)[N:27]=[C:26]([C:36]([CH3:39])([CH3:38])[CH3:37])[CH:25]=3)=[O:22])=[CH:12][CH:11]=2)[CH:5]=[CH:4][N:3]=1.CCN(C(C)C)C(C)C.[CH3:49][O:50][CH2:51][C:52](Cl)=[O:53].N. The catalyst is C(Cl)Cl.CN(C=O)C.CO. The product is [C:36]([C:26]1[CH:25]=[C:24]([NH:23][C:21](=[O:22])[NH:20][C:13]2[C:14]3[C:19](=[CH:18][CH:17]=[CH:16][CH:15]=3)[C:10]([O:9][CH2:8][C:6]3[CH:5]=[CH:4][N:3]=[C:2]([NH:1][C:52](=[O:53])[CH2:51][O:50][CH3:49])[CH:7]=3)=[CH:11][CH:12]=2)[N:28]([C:29]2[CH:30]=[CH:31][C:32]([CH3:35])=[CH:33][CH:34]=2)[N:27]=1)([CH3:39])([CH3:38])[CH3:37]. The yield is 0.490. (5) The reactants are Br[CH2:2][C:3]([C:5]1[CH:10]=[CH:9][C:8]([CH2:11][C@H:12]([NH:16][C:17](=[O:30])[C:18]2[CH:23]=[CH:22][C:21]([O:24][CH:25]([CH3:27])[CH3:26])=[C:20]([C:28]#[N:29])[CH:19]=2)[CH2:13][CH2:14][OH:15])=[CH:7][CH:6]=1)=O.[NH2:31][C:32]1[C:37]([CH3:38])=[CH:36][CH:35]=[CH:34][N:33]=1.C([O-])(O)=O.[Na+]. The catalyst is CC(O)C. The product is [C:28]([C:20]1[CH:19]=[C:18]([CH:23]=[CH:22][C:21]=1[O:24][CH:25]([CH3:27])[CH3:26])[C:17]([NH:16][C@@H:12]([CH2:11][C:8]1[CH:7]=[CH:6][C:5]([C:3]2[N:31]=[C:32]3[C:37]([CH3:38])=[CH:36][CH:35]=[CH:34][N:33]3[CH:2]=2)=[CH:10][CH:9]=1)[CH2:13][CH2:14][OH:15])=[O:30])#[N:29]. The yield is 0.700. (6) The reactants are [CH3:1][O:2][C:3]1[CH:8]=[CH:7][CH:6]=[C:5]([O:9][CH3:10])[C:4]=1[C:11]1[CH:12]=[C:13]2[C:18](=[CH:19][CH:20]=1)[C:17]([CH3:22])([CH3:21])[CH2:16][CH2:15][C:14]2([CH3:24])[CH3:23].[Br-:25].[Br-].[Br-].[NH+]1C=CC=CC=1.[NH+]1C=CC=CC=1.[NH+]1C=CC=CC=1. The catalyst is ClCCl.C(OCC)(=O)C. The product is [Br:25][C:6]1[CH:7]=[CH:8][C:3]([O:2][CH3:1])=[C:4]([C:11]2[CH:12]=[C:13]3[C:18](=[CH:19][CH:20]=2)[C:17]([CH3:22])([CH3:21])[CH2:16][CH2:15][C:14]3([CH3:24])[CH3:23])[C:5]=1[O:9][CH3:10]. The yield is 0.570. (7) The reactants are C([C@H]1COC(C2C=CC=CN=2)=N1)(C)(C)C.[NH4+].F[P-](F)(F)(F)(F)F.CC1(C)C(C)(C)OB([C:32]2[CH:41]=[CH:40][C:35]([C:36]([O:38][CH3:39])=[O:37])=[CH:34][CH:33]=2)O1.ClC(Cl)C.[O:47]1[C:56]2[C:51](=[CH:52][CH:53]=[CH:54][CH:55]=2)[C:50](=[O:57])[CH:49]=[CH:48]1.O. The catalyst is FC(F)(F)C(O[Pd]OC(=O)C(F)(F)F)=O.[Pd]. The product is [O:57]=[C:50]1[C:51]2[C:56](=[CH:55][CH:54]=[CH:53][CH:52]=2)[O:47][C@@H:48]([C:32]2[CH:33]=[CH:34][C:35]([C:36]([O:38][CH3:39])=[O:37])=[CH:40][CH:41]=2)[CH2:49]1. The yield is 0.573.